This data is from Peptide-MHC class II binding affinity with 134,281 pairs from IEDB. The task is: Regression. Given a peptide amino acid sequence and an MHC pseudo amino acid sequence, predict their binding affinity value. This is MHC class II binding data. The peptide sequence is GPPVEASAAALAGDA. The MHC is DRB1_0404 with pseudo-sequence DRB1_0404. The binding affinity (normalized) is 0.